This data is from Forward reaction prediction with 1.9M reactions from USPTO patents (1976-2016). The task is: Predict the product of the given reaction. (1) Given the reactants [F:1][C:2]1[CH:7]=[C:6](I)[CH:5]=[CH:4][C:3]=1[O:9][C:10]1[CH:15]=[CH:14][CH:13]=[CH:12][CH:11]=1.C(Cl)Cl.C([O-])(=O)C.[K+].[CH3:24][C:25]1([CH3:41])[C:29]([CH3:31])([CH3:30])[O:28][B:27]([B:27]2[O:28][C:29]([CH3:31])([CH3:30])[C:25]([CH3:41])([CH3:24])[O:26]2)[O:26]1, predict the reaction product. The product is: [F:1][C:2]1[CH:7]=[C:6]([B:27]2[O:28][C:29]([CH3:31])([CH3:30])[C:25]([CH3:41])([CH3:24])[O:26]2)[CH:5]=[CH:4][C:3]=1[O:9][C:10]1[CH:15]=[CH:14][CH:13]=[CH:12][CH:11]=1. (2) Given the reactants Cl[C:2]1[N:3]=[C:4]([N:24]2[CH2:29][CH2:28][O:27][CH2:26][CH2:25]2)[C:5]2[S:10][C:9]([CH2:11][N:12]3[CH2:17][CH2:16][CH:15]([N:18]4[CH2:23][CH2:22][CH2:21][CH2:20][CH2:19]4)[CH2:14][CH2:13]3)=[CH:8][C:6]=2[N:7]=1.CC1(C)C(C)(C)OB([C:38]2[CH:39]=[N:40][C:41]([NH2:44])=[N:42][CH:43]=2)O1, predict the reaction product. The product is: [O:27]1[CH2:28][CH2:29][N:24]([C:4]2[C:5]3[S:10][C:9]([CH2:11][N:12]4[CH2:17][CH2:16][CH:15]([N:18]5[CH2:23][CH2:22][CH2:21][CH2:20][CH2:19]5)[CH2:14][CH2:13]4)=[CH:8][C:6]=3[N:7]=[C:2]([C:38]3[CH:39]=[N:40][C:41]([NH2:44])=[N:42][CH:43]=3)[N:3]=2)[CH2:25][CH2:26]1.